This data is from Catalyst prediction with 721,799 reactions and 888 catalyst types from USPTO. The task is: Predict which catalyst facilitates the given reaction. (1) Reactant: [CH3:1][C:2]([CH3:17])([CH3:16])[C:3](=[O:15])[CH2:4][C:5]([O:7][CH2:8][C:9]1[CH:14]=[CH:13][CH:12]=[CH:11][CH:10]=1)=[O:6].C(NC1C=CC(S([N:31]=[N+:32]=[N-])(=O)=O)=CC=1)(=O)C.C(N(CC)CC)C. Product: [N+:31](=[C:4]([C:3](=[O:15])[C:2]([CH3:17])([CH3:16])[CH3:1])[C:5]([O:7][CH2:8][C:9]1[CH:10]=[CH:11][CH:12]=[CH:13][CH:14]=1)=[O:6])=[N-:32]. The catalyst class is: 10. (2) Reactant: [CH2:1]([CH:6]1[CH2:11][CH2:10][CH:9]([CH2:12][CH:13]=O)[CH2:8][CH2:7]1)[CH2:2][CH2:3][CH2:4][CH3:5].[CH:15]1([NH2:21])[CH2:20][CH2:19][CH2:18][CH2:17][CH2:16]1.C(=O)([O-])[O-].[K+].[K+]. Product: [CH:15]1([N:21]=[CH:13][CH2:12][CH:9]2[CH2:10][CH2:11][CH:6]([CH2:1][CH2:2][CH2:3][CH2:4][CH3:5])[CH2:7][CH2:8]2)[CH2:20][CH2:19][CH2:18][CH2:17][CH2:16]1. The catalyst class is: 27. (3) Reactant: [CH2:1]([N:3]([CH2:24][CH3:25])[C:4](=[O:23])[C:5]1[CH:10]=[CH:9][C:8]([NH:11][CH2:12][CH2:13][N:14]2[CH2:19][CH2:18][O:17][CH2:16][CH2:15]2)=[C:7]([N+:20]([O-])=O)[CH:6]=1)[CH3:2]. Product: [NH2:20][C:7]1[CH:6]=[C:5]([CH:10]=[CH:9][C:8]=1[NH:11][CH2:12][CH2:13][N:14]1[CH2:15][CH2:16][O:17][CH2:18][CH2:19]1)[C:4]([N:3]([CH2:1][CH3:2])[CH2:24][CH3:25])=[O:23]. The catalyst class is: 19. (4) Reactant: [N:1]1[C:10]2[C:5](=[CH:6][CH:7]=[CH:8][CH:9]=2)[CH:4]=[CH:3][C:2]=1/[CH:11]=[CH:12]/[C:13]1[S:14][CH:15]=[C:16]([C:18]([O-:20])=[O:19])[N:17]=1.[OH-].[Na+]. Product: [N:1]1[C:10]2[C:5](=[CH:6][CH:7]=[CH:8][CH:9]=2)[CH:4]=[CH:3][C:2]=1/[CH:11]=[CH:12]/[C:13]1[S:14][CH:15]=[C:16]([C:18]([OH:20])=[O:19])[N:17]=1. The catalyst class is: 40. (5) Reactant: [CH2:1]([O:3][C:4]([C:6]1([CH2:19][CH2:20][O:21][CH3:22])[CH2:11][CH2:10][N:9]([C:12]([O:14][C:15]([CH3:18])([CH3:17])[CH3:16])=[O:13])[CH2:8][CH2:7]1)=[O:5])[CH3:2].CC[O:25]C(C)=O. Product: [CH2:1]([O:3][C:4]([C:6]1([CH2:19][CH2:20][O:21][CH3:22])[CH2:7][CH2:8][N:9]([C:12]([O:14][C:15]([CH3:17])([CH3:16])[CH3:18])=[O:13])[C:10](=[O:25])[CH2:11]1)=[O:5])[CH3:2]. The catalyst class is: 6.